From a dataset of Forward reaction prediction with 1.9M reactions from USPTO patents (1976-2016). Predict the product of the given reaction. (1) Given the reactants [CH3:1][C:2]1[CH:7]=[CH:6][C:5]([S:8]([O:11][CH2:12][CH:13]2[CH2:17][C:16]3[CH:18]=[C:19]([Cl:24])[CH:20]=[C:21]([O:22]C)[C:15]=3[O:14]2)(=[O:10])=[O:9])=[CH:4][CH:3]=1.C(=O)([O-])[O-].[K+].[K+], predict the reaction product. The product is: [CH3:1][C:2]1[CH:7]=[CH:6][C:5]([S:8]([O:11][CH2:12][CH:13]2[CH2:17][C:16]3[CH:18]=[C:19]([Cl:24])[CH:20]=[C:21]([OH:22])[C:15]=3[O:14]2)(=[O:9])=[O:10])=[CH:4][CH:3]=1. (2) Given the reactants O[Li].O.C[O:5][C:6](=[O:41])[C:7]1[CH:12]=[CH:11][CH:10]=[C:9]([C:13]2[CH:17]=[C:16]([C:18](=[O:40])[NH:19][CH2:20][C:21](=[O:39])[N:22]3[CH2:27][CH2:26][CH:25]([O:28][C:29]4[CH:34]=[CH:33][CH:32]=[C:31]([C:35]([F:38])([F:37])[F:36])[CH:30]=4)[CH2:24][CH2:23]3)[NH:15][N:14]=2)[CH:8]=1.C(C1C=C(C=CC=1)C(OC)=O)(=O)C.N1C=CC=N1, predict the reaction product. The product is: [O:39]=[C:21]([N:22]1[CH2:23][CH2:24][CH:25]([O:28][C:29]2[CH:34]=[CH:33][CH:32]=[C:31]([C:35]([F:36])([F:37])[F:38])[CH:30]=2)[CH2:26][CH2:27]1)[CH2:20][NH:19][C:18]([C:16]1[CH:17]=[C:13]([C:9]2[CH:8]=[C:7]([CH:12]=[CH:11][CH:10]=2)[C:6]([OH:41])=[O:5])[NH:14][N:15]=1)=[O:40]. (3) Given the reactants [C:1]([O:5][C:6]([NH:8][C@@H:9]([CH:13]([CH3:15])[CH3:14])[C:10]([OH:12])=[O:11])=[O:7])([CH3:4])([CH3:3])[CH3:2].F[P-](F)(F)(F)(F)F.CN(C)C(F)=[N+](C)C.C(N(CC)CC)C.[CH3:38][O:39][C:40](=[O:83])[NH:41][C@@H:42]1[CH2:47][CH2:46][N:45]([C:48]2[CH:53]=[C:52]([C:54]#[N:55])[CH:51]=[C:50]([NH:56][C:57]3[N:62]=[C:61]([N:63]([CH:73]4[CH2:75][CH2:74]4)[CH2:64][C:65]4[CH:70]=[CH:69][C:68]([O:71][CH3:72])=[CH:67][CH:66]=4)[C:60]4=[N:76][CH:77]=[C:78]([C:79]#[N:80])[N:59]4[N:58]=3)[C:49]=2[Cl:81])[CH2:44][C@H:43]1O, predict the reaction product. The product is: [C:1]([O:5][C:6]([NH:8][C@H:9]([CH:13]([CH3:15])[CH3:14])[C:10]([O:12][C@@H:47]1[C@@H:42]([NH:41][C:40]([O:39][CH3:38])=[O:83])[CH2:43][CH2:44][N:45]([C:48]2[CH:53]=[C:52]([C:54]#[N:55])[CH:51]=[C:50]([NH:56][C:57]3[N:62]=[C:61]([N:63]([CH:73]4[CH2:75][CH2:74]4)[CH2:64][C:65]4[CH:66]=[CH:67][C:68]([O:71][CH3:72])=[CH:69][CH:70]=4)[C:60]4=[N:76][CH:77]=[C:78]([C:79]#[N:80])[N:59]4[N:58]=3)[C:49]=2[Cl:81])[CH2:46]1)=[O:11])=[O:7])([CH3:4])([CH3:3])[CH3:2]. (4) The product is: [Cl:1][C:2]1[CH:7]=[CH:6][C:5]([N:8]2[CH2:43][CH2:42][N:11]([CH2:12][CH2:13][CH:14]=[C:15]3[C:21]4[CH:22]=[CH:23][CH:24]=[N:25][C:20]=4[CH2:19][O:18][C:17]4[CH:26]=[CH:27][C:28]([C:30]([OH:33])([CH3:31])[CH3:32])=[CH:29][C:16]3=4)[CH2:10][CH:9]2[C:34]#[N:36])=[CH:4][CH:3]=1. Given the reactants [Cl:1][C:2]1[CH:7]=[CH:6][C:5]([NH:8][CH2:9][CH2:10][NH:11][CH2:12][CH2:13][CH:14]=[C:15]2[C:21]3[CH:22]=[CH:23][CH:24]=[N:25][C:20]=3[CH2:19][O:18][C:17]3[CH:26]=[CH:27][C:28]([C:30]([OH:33])([CH3:32])[CH3:31])=[CH:29][C:16]2=3)=[CH:4][CH:3]=1.[CH2:34]([N:36](CC)CC)C.Br[CH:42](CBr)[C:43]#N, predict the reaction product. (5) Given the reactants Br[C:2]1[CH:10]=[CH:9][CH:8]=[C:7]2[C:3]=1[CH:4]=[CH:5][N:6]2[CH3:11].C([Li])(C)(C)C.[B:17](OC(C)C)([O:22]C(C)C)[O:18]C(C)C.P(=O)(O)(O)O, predict the reaction product. The product is: [CH3:11][N:6]1[C:7]2[CH:8]=[CH:9][CH:10]=[C:2]([B:17]([OH:22])[OH:18])[C:3]=2[CH:4]=[CH:5]1. (6) Given the reactants [NH2:1][C@H:2]([C:5]([OH:7])=[O:6])[CH2:3][SH:4].O=[CH:9][C@@H:10]([C@H:12]([C@H:14]([C@@H:16]([CH2:18][OH:19])[OH:17])[OH:15])[OH:13])[OH:11].N1C=CC=CC=1, predict the reaction product. The product is: [OH:11][CH:10]([CH:9]1[NH:1][CH:2]([C:5]([OH:7])=[O:6])[CH2:3][S:4]1)[CH:12]([OH:13])[CH:14]([OH:15])[CH:16]([OH:17])[CH2:18][OH:19].